From a dataset of Catalyst prediction with 721,799 reactions and 888 catalyst types from USPTO. Predict which catalyst facilitates the given reaction. (1) Reactant: [CH3:1][C:2]1([CH3:19])[C:6]([C:7]2[CH:8]=[C:9]([CH:14]=[C:15]([F:18])[C:16]=2[OH:17])[C:10]([O:12][CH3:13])=[O:11])=[CH:5][CH2:4][CH2:3]1.C1C=CC(N([S:27]([C:30]([F:33])([F:32])[F:31])(=[O:29])=[O:28])[S:27]([C:30]([F:33])([F:32])[F:31])(=[O:29])=[O:28])=CC=1. Product: [CH3:1][C:2]1([CH3:19])[C:6]([C:7]2[CH:8]=[C:9]([CH:14]=[C:15]([F:18])[C:16]=2[O:17][S:27]([C:30]([F:33])([F:32])[F:31])(=[O:29])=[O:28])[C:10]([O:12][CH3:13])=[O:11])=[CH:5][CH2:4][CH2:3]1. The catalyst class is: 64. (2) Reactant: [F:1][C:2]([F:28])([F:27])[C:3]1[CH:4]=[C:5]([C:13]2[N:17]=[CH:16][N:15](/[CH:18]=[C:19](/[Br:26])\[C:20]([O:22]C(C)C)=[O:21])[N:14]=2)[CH:6]=[C:7]([C:9]([F:12])([F:11])[F:10])[CH:8]=1.[OH-].[Li+].Cl. Product: [F:27][C:2]([F:1])([F:28])[C:3]1[CH:4]=[C:5]([C:13]2[N:17]=[CH:16][N:15](/[CH:18]=[C:19](/[Br:26])\[C:20]([OH:22])=[O:21])[N:14]=2)[CH:6]=[C:7]([C:9]([F:10])([F:11])[F:12])[CH:8]=1. The catalyst class is: 30. (3) Reactant: C([O:8][C:9]1[CH:18]=[CH:17][CH:16]=[C:15]2[C:10]=1[C:11](=[O:27])[CH:12]=[C:13]([CH:19]=[CH:20][C:21]1[CH:26]=[CH:25][CH:24]=[CH:23][CH:22]=1)[O:14]2)C1C=CC=CC=1.B(Br)(Br)Br. Product: [OH:8][C:9]1[CH:18]=[CH:17][CH:16]=[C:15]2[C:10]=1[C:11](=[O:27])[CH:12]=[C:13]([CH:19]=[CH:20][C:21]1[CH:26]=[CH:25][CH:24]=[CH:23][CH:22]=1)[O:14]2. The catalyst class is: 4. (4) Reactant: [NH2:1][C:2]1[CH:11]=[CH:10][C:5]2[NH:6][C:7](=[O:9])[NH:8][C:4]=2[CH:3]=1.Cl[CH2:13][C:14]([N:16]1[CH2:21][CH2:20][CH:19]([CH2:22][C:23]2[CH:28]=[CH:27][CH:26]=[CH:25][CH:24]=2)[CH2:18][CH2:17]1)=[O:15]. Product: [CH2:22]([CH:19]1[CH2:18][CH2:17][N:16]([C:14](=[O:15])[CH2:13][NH:1][C:2]2[CH:11]=[CH:10][C:5]3[NH:6][C:7](=[O:9])[NH:8][C:4]=3[CH:3]=2)[CH2:21][CH2:20]1)[C:23]1[CH:28]=[CH:27][CH:26]=[CH:25][CH:24]=1. The catalyst class is: 27. (5) Reactant: [Br:1][C:2]1[CH:3]=[C:4]([CH:8]=[CH:9][C:10]=1[CH3:11])[C:5]([OH:7])=[O:6].[Br:12]N1C(=O)CCC1=O.N(C(C)(C)C#N)=NC(C)(C)C#N.C(O)(=O)CC(CC(O)=O)(C(O)=O)O. The catalyst class is: 53. Product: [Br:1][C:2]1[CH:3]=[C:4]([CH:8]=[CH:9][C:10]=1[CH2:11][Br:12])[C:5]([OH:7])=[O:6]. (6) Reactant: Br[C:2]1[CH:3]=[CH:4][C:5]2[N:6]([C:16]3[CH:21]=[CH:20][C:19]([CH3:22])=[CH:18][CH:17]=3)[C:7]3[C:12]([C:13]=2[CH:14]=1)=[CH:11][C:10]([Br:15])=[CH:9][CH:8]=3.[C:23]1(B(O)O)[CH:28]=[CH:27][CH:26]=[CH:25][CH:24]=1.C1(C)C=CC=CC=1. Product: [Br:15][C:10]1[CH:9]=[CH:8][C:7]2[N:6]([C:16]3[CH:21]=[CH:20][C:19]([CH3:22])=[CH:18][CH:17]=3)[C:5]3[C:13]([C:12]=2[CH:11]=1)=[CH:14][C:2]([C:23]1[CH:28]=[CH:27][CH:26]=[CH:25][CH:24]=1)=[CH:3][CH:4]=3. The catalyst class is: 8.